This data is from Reaction yield outcomes from USPTO patents with 853,638 reactions. The task is: Predict the reaction yield, written as a fraction of the theoretical maximum amount of product (1.0 means a 100% yield; for example, 0.34 means a 34% yield). (1) The reactants are F[P-](F)(F)(F)(F)F.[N:8]1(O[P+](N(C)C)(N(C)C)N(C)C)[C:12]2[CH:13]=[CH:14][CH:14]=[CH:13][C:12]=2[N:8]=N1.[I:28][C:29]1[C:37]2[C:32](=[CH:33][CH:34]=[C:35]([C:38]3[O:42][C:41](=O)[NH:40][N:39]=3)[CH:36]=2)[N:31]([S:44]([C:47]2[CH:53]=[CH:52][C:50]([CH3:51])=[CH:49][CH:48]=2)(=[O:46])=[O:45])[CH:30]=1.C1(N)CC1.C(N(C(C)C)CC)(C)C. The catalyst is CN(C=O)C.O. The product is [CH:12]1([NH:8][C:41]2[O:42][C:38]([C:35]3[CH:36]=[C:37]4[C:32](=[CH:33][CH:34]=3)[N:31]([S:44]([C:47]3[CH:48]=[CH:49][C:50]([CH3:51])=[CH:52][CH:53]=3)(=[O:45])=[O:46])[CH:30]=[C:29]4[I:28])=[N:39][N:40]=2)[CH2:13][CH2:14]1. The yield is 0.880. (2) The reactants are [C:1]([O:5][C:6]([NH:8][C@H:9]1[C@@:14]([OH:16])([CH3:15])[C@@H:13]([CH3:17])[O:12][C@@H:11]([C:18]2[CH:23]=[CH:22][N:21]=[CH:20][C:19]=2[NH:24][C:25]([C:27]2[N:32]=[C:31]([C:33]3[C:41]([F:42])=[CH:40][C:36]([C:37](O)=[O:38])=[CH:35][C:34]=3[F:43])[C:30]([F:44])=[CH:29][CH:28]=2)=[O:26])[CH2:10]1)=[O:7])([CH3:4])([CH3:3])[CH3:2].[CH3:45][NH:46][CH3:47].C(N(C(C)C)C(C)C)C.N1C2C(=NC=CC=2)N(O)N=1.Cl.C(N=C=NCCCN(C)C)C. The catalyst is CN(C=O)C. The product is [CH3:45][N:46]([CH3:47])[C:37]([C:36]1[CH:35]=[C:34]([F:43])[C:33]([C:31]2[N:32]=[C:27]([C:25]([NH:24][C:19]3[CH:20]=[N:21][CH:22]=[CH:23][C:18]=3[C@@H:11]3[O:12][C@H:13]([CH3:17])[C@:14]([OH:16])([CH3:15])[C@H:9]([NH:8][C:6](=[O:7])[O:5][C:1]([CH3:3])([CH3:2])[CH3:4])[CH2:10]3)=[O:26])[CH:28]=[CH:29][C:30]=2[F:44])=[C:41]([F:42])[CH:40]=1)=[O:38]. The yield is 1.00. (3) The reactants are [Cl-].O[NH3+].[C:4](=[O:7])([O-])[OH:5].[Na+].[CH3:9][O:10][C:11]1[CH:16]=[CH:15][C:14]([C:17]([C@H:19]2[CH2:24][CH2:23][C@H:22]([N:25]3[C:30](=[O:31])[C:29]([CH2:32][C:33]4[CH:38]=[CH:37][C:36]([C:39]5[C:40]([C:45]#[N:46])=[CH:41][CH:42]=[CH:43][CH:44]=5)=[CH:35][CH:34]=4)=[C:28]([CH2:47][CH2:48][CH3:49])[N:27]4[N:50]=[CH:51][N:52]=[C:26]34)[CH2:21][CH2:20]2)=[O:18])=[CH:13][CH:12]=1.[N:53]12CCCN=C1CCCCC2. The catalyst is C(OCC)(=O)C.O1CCCC1.CS(C)=O. The product is [CH3:9][O:10][C:11]1[CH:12]=[CH:13][C:14]([C:17]([C@H:19]2[CH2:20][CH2:21][C@H:22]([N:25]3[C:30](=[O:31])[C:29]([CH2:32][C:33]4[CH:38]=[CH:37][C:36]([C:39]5[CH:44]=[CH:43][CH:42]=[CH:41][C:40]=5[C:45]5[NH:53][C:4](=[O:7])[O:5][N:46]=5)=[CH:35][CH:34]=4)=[C:28]([CH2:47][CH2:48][CH3:49])[N:27]4[N:50]=[CH:51][N:52]=[C:26]34)[CH2:23][CH2:24]2)=[O:18])=[CH:15][CH:16]=1. The yield is 0.440. (4) The reactants are [NH:1]1[C:9]2[C:4](=[CH:5][C:6]([C:10]3[C:19]([N:20]4[CH2:25][CH2:24][O:23][CH2:22][C@@H:21]4[CH3:26])=[N:18][C:17]4[C:12](=[CH:13][CH:14]=[C:15]([C:27]([O:29]C)=[O:28])[CH:16]=4)[N:11]=3)=[CH:7][CH:8]=2)[CH:3]=[CH:2]1.[OH-].[Na+].O. The catalyst is CO.C(Cl)(Cl)Cl. The product is [NH:1]1[C:9]2[C:4](=[CH:5][C:6]([C:10]3[C:19]([N:20]4[CH2:25][CH2:24][O:23][CH2:22][C@@H:21]4[CH3:26])=[N:18][C:17]4[C:12](=[CH:13][CH:14]=[C:15]([C:27]([OH:29])=[O:28])[CH:16]=4)[N:11]=3)=[CH:7][CH:8]=2)[CH:3]=[CH:2]1. The yield is 0.760. (5) The reactants are [Cl:1][C:2]1[N:7]=[C:6]([NH:8][C@H:9]2[CH2:14][CH2:13][CH2:12][CH:11]([OH:15])[CH2:10]2)[C:5]([F:16])=[CH:4][N:3]=1.CC(OI1(OC(C)=O)(OC(C)=O)OC(=O)C2C=CC=CC1=2)=O. The catalyst is C(Cl)Cl. The product is [Cl:1][C:2]1[N:7]=[C:6]([NH:8][C@H:9]2[CH2:14][CH2:13][CH2:12][C:11](=[O:15])[CH2:10]2)[C:5]([F:16])=[CH:4][N:3]=1. The yield is 0.930.